This data is from Peptide-MHC class I binding affinity with 185,985 pairs from IEDB/IMGT. The task is: Regression. Given a peptide amino acid sequence and an MHC pseudo amino acid sequence, predict their binding affinity value. This is MHC class I binding data. (1) The peptide sequence is EVAGAGSGF. The MHC is HLA-A26:01 with pseudo-sequence HLA-A26:01. The binding affinity (normalized) is 0.947. (2) The peptide sequence is DRLASTVIY. The MHC is HLA-B15:01 with pseudo-sequence HLA-B15:01. The binding affinity (normalized) is 0.0847. (3) The peptide sequence is NLKLYGAEF. The MHC is HLA-A26:01 with pseudo-sequence HLA-A26:01. The binding affinity (normalized) is 0.0847. (4) The peptide sequence is NSTHNTPVY. The MHC is HLA-A80:01 with pseudo-sequence HLA-A80:01. The binding affinity (normalized) is 0.0847. (5) The peptide sequence is PDDPVEIALY. The binding affinity (normalized) is 0. The MHC is HLA-A24:02 with pseudo-sequence HLA-A24:02. (6) The peptide sequence is LLPFMSDM. The MHC is H-2-Kb with pseudo-sequence H-2-Kb. The binding affinity (normalized) is 0. (7) The binding affinity (normalized) is 0.947. The peptide sequence is KYILIQAGF. The MHC is HLA-A23:01 with pseudo-sequence HLA-A23:01.